Dataset: Full USPTO retrosynthesis dataset with 1.9M reactions from patents (1976-2016). Task: Predict the reactants needed to synthesize the given product. (1) Given the product [CH:15]([C:18]([CH3:25])([CH:22]([CH3:24])[CH3:23])[C:19]([NH:14][CH:12]([C:8]1[O:7][CH:11]=[CH:10][CH:9]=1)[CH3:13])=[O:20])([CH3:17])[CH3:16], predict the reactants needed to synthesize it. The reactants are: N1C=CC=CC=1.[O:7]1[CH:11]=[CH:10][CH:9]=[C:8]1[CH:12]([NH2:14])[CH3:13].[CH:15]([C:18]([CH3:25])([CH:22]([CH3:24])[CH3:23])[C:19](Cl)=[O:20])([CH3:17])[CH3:16]. (2) Given the product [C:29]1([C:19]2[C:18]([C:15]3[CH:14]=[CH:13][C:12]([C:8]4([NH2:7])[CH2:11][CH2:10][CH2:9]4)=[CH:17][CH:16]=3)=[N:28][C:22]3[O:23][CH2:24][C:25]4[N:26]([C:36]([C:37]5[CH:38]=[N:39][CH:40]=[CH:41][CH:42]=5)=[N:44][N:45]=4)[C:21]=3[CH:20]=2)[CH:34]=[CH:33][CH:32]=[CH:31][CH:30]=1, predict the reactants needed to synthesize it. The reactants are: C(OC(=O)[NH:7][C:8]1([C:12]2[CH:17]=[CH:16][C:15]([C:18]3[C:19]([C:29]4[CH:34]=[CH:33][CH:32]=[CH:31][CH:30]=4)=[CH:20][C:21]4[NH:26][C:25](=S)[CH2:24][O:23][C:22]=4[N:28]=3)=[CH:14][CH:13]=2)[CH2:11][CH2:10][CH2:9]1)(C)(C)C.[C:36]([NH:44][NH2:45])(=O)[C:37]1[CH:42]=[CH:41][CH:40]=[N:39][CH:38]=1. (3) Given the product [CH:15]1([C@H:13]([O:14][C:41]2[C:42]3[C:37](=[CH:36][CH:35]=[CH:34][CH:33]=3)[CH:38]=[CH:39][CH:40]=2)[C@H:10]2[CH2:11][CH2:12][NH:8][CH2:9]2)[CH2:16][CH2:17]1, predict the reactants needed to synthesize it. The reactants are: C(OC([N:8]1[CH2:12][CH2:11][C@H:10]([C@H:13]([CH:15]2[CH2:17][CH2:16]2)[OH:14])[CH2:9]1)=O)(C)(C)C.C1C=NC2C3N=CC=CC=3C=CC=2C=1.I[C:33]1[C:42]2[C:37](=[CH:38][CH:39]=[CH:40][CH:41]=2)[CH:36]=[CH:35][CH:34]=1.C1(C)C=CC=CC=1.C(=O)([O-])[O-].[Cs+].[Cs+].Cl.CCO. (4) Given the product [F:21][CH2:20][CH2:19][O:1][C:2]1[CH:3]=[C:4]([CH:7]=[CH:8][C:9]=1[O:10][CH3:11])[CH:5]=[O:6], predict the reactants needed to synthesize it. The reactants are: [OH:1][C:2]1[CH:3]=[C:4]([CH:7]=[CH:8][C:9]=1[O:10][CH3:11])[CH:5]=[O:6].C([O-])([O-])=O.[K+].[K+].Br[CH2:19][CH2:20][F:21]. (5) Given the product [C:20]([O:7][CH2:6][C@:5]([O:4][CH2:1][CH:2]=[CH2:3])([CH3:10])[CH:8]=[CH2:9])(=[O:27])[C:21]1[CH:26]=[CH:25][CH:24]=[CH:23][CH:22]=1, predict the reactants needed to synthesize it. The reactants are: [CH2:1]([O:4][C@@:5]([CH3:10])([CH:8]=[CH2:9])[CH2:6][OH:7])[CH:2]=[CH2:3].CCN(C(C)C)C(C)C.[C:20](Cl)(=[O:27])[C:21]1[CH:26]=[CH:25][CH:24]=[CH:23][CH:22]=1. (6) Given the product [N:28](=[C:2]1[CH2:6][CH2:5][N:4]([C:7]2[CH:12]=[CH:11][C:10]([N:13]3[CH2:17][C@H:16]([CH2:18][O:19][C:20]4[CH:24]=[CH:23][O:22][N:21]=4)[O:15][C:14]3=[O:25])=[CH:9][C:8]=2[F:26])[CH2:3]1)[OH:29], predict the reactants needed to synthesize it. The reactants are: O=[C:2]1[CH2:6][CH2:5][N:4]([C:7]2[CH:12]=[CH:11][C:10]([N:13]3[CH2:17][C@H:16]([CH2:18][O:19][C:20]4[CH:24]=[CH:23][O:22][N:21]=4)[O:15][C:14]3=[O:25])=[CH:9][C:8]=2[F:26])[CH2:3]1.Cl.[NH2:28][OH:29].C([O-])(=O)C.[Na+]. (7) Given the product [CH2:26]([O:23][C:21](=[O:22])[CH2:20][CH2:19][CH2:18][C:17]1[N:2]([CH3:1])[C:3]2[CH:8]=[CH:7][C:6]([N:9]([CH2:13][CH2:14][OH:29])[CH2:10][CH2:11][OH:24])=[CH:5][C:4]=2[N:16]=1)[CH3:27], predict the reactants needed to synthesize it. The reactants are: [CH3:1][N:2]1[C:17]([CH2:18][CH2:19][CH2:20][C:21]([OH:23])=[O:22])=[N:16][C:4]2[CH:5]=[C:6]([N:9]([CH2:13][CH2:14]Cl)[CH2:10][CH2:11]Cl)[CH:7]=[CH:8][C:3]1=2.[OH2:24].Cl.[CH2:26]1O[CH2:27]1.[OH2:29].C([O-])(=O)C.[Na+]. (8) Given the product [Br:13][C:14]1[CH:15]=[C:16]2[C:17]([CH:4]([C:3]3[C:6]([O:11][CH3:12])=[CH:7][CH:8]=[C:9]([F:10])[C:2]=3[Cl:1])[OH:5])=[CH:18][NH:19][C:20]2=[N:21][CH:22]=1, predict the reactants needed to synthesize it. The reactants are: [Cl:1][C:2]1[C:9]([F:10])=[CH:8][CH:7]=[C:6]([O:11][CH3:12])[C:3]=1[CH:4]=[O:5].[Br:13][C:14]1[CH:15]=[C:16]2[C:20](=[N:21][CH:22]=1)[NH:19][CH:18]=[CH:17]2.[OH-].[K+]. (9) Given the product [NH2:1][C:2]1[N:7]=[C:6]([C:8]2[O:9][CH:10]=[CH:11][CH:12]=2)[C:5]([C:13]#[N:14])=[C:4]([O:18][CH2:19][CH2:20][C:21]2[CH:26]=[CH:25][CH:24]=[CH:23][N:22]=2)[N:3]=1, predict the reactants needed to synthesize it. The reactants are: [NH2:1][C:2]1[N:7]=[C:6]([C:8]2[O:9][CH:10]=[CH:11][CH:12]=2)[C:5]([C:13]#[N:14])=[C:4](S(C)=O)[N:3]=1.[OH:18][CH2:19][CH2:20][C:21]1[CH:26]=[CH:25][CH:24]=[CH:23][N:22]=1.C1CCN2C(=NCCC2)CC1.